Dataset: Forward reaction prediction with 1.9M reactions from USPTO patents (1976-2016). Task: Predict the product of the given reaction. (1) Given the reactants Cl.[NH2:2][C@@H:3]1[CH2:8][CH2:7][C@H:6]([NH:9][C:10](=[O:27])[C:11]2[CH:16]=[C:15]([F:17])[CH:14]=[N:13][C:12]=2[O:18][C:19]2[CH:24]=[CH:23][CH:22]=[C:21]([S:25][CH3:26])[CH:20]=2)[CH2:5][CH2:4]1.C(N(CC)CC)C.[CH3:35][CH:36]([CH3:42])[CH2:37][CH2:38][C:39](O)=[O:40].Cl.CN(C)CCCN=C=NCC.ON1C2C=CC=CC=2N=N1, predict the reaction product. The product is: [F:17][C:15]1[CH:14]=[N:13][C:12]([O:18][C:19]2[CH:24]=[CH:23][CH:22]=[C:21]([S:25][CH3:26])[CH:20]=2)=[C:11]([CH:16]=1)[C:10]([NH:9][C@H:6]1[CH2:7][CH2:8][C@@H:3]([NH:2][C:39](=[O:40])[CH2:38][CH2:37][CH:36]([CH3:42])[CH3:35])[CH2:4][CH2:5]1)=[O:27]. (2) Given the reactants [CH2:1]([O:8][CH:9]1[CH2:18][CH2:17][C:12]2(OCC[O:13]2)[CH2:11][C:10]1([CH3:20])[CH3:19])[C:2]1[CH:7]=[CH:6][CH:5]=[CH:4][CH:3]=1.Cl, predict the reaction product. The product is: [CH2:1]([O:8][CH:9]1[CH2:18][CH2:17][C:12](=[O:13])[CH2:11][C:10]1([CH3:20])[CH3:19])[C:2]1[CH:7]=[CH:6][CH:5]=[CH:4][CH:3]=1. (3) Given the reactants [F:1][C:2]1[CH:7]=[CH:6][C:5]([C:8]2([C:15]3[CH:20]=[CH:19][C:18]([F:21])=[CH:17][CH:16]=3)[CH2:13][CH2:12][CH2:11][NH:10][C:9]2=[O:14])=[CH:4][CH:3]=1.CC(C)([O-])C.[K+].Br[CH2:29][C:30]([O:32][CH2:33][CH3:34])=[O:31], predict the reaction product. The product is: [F:21][C:18]1[CH:17]=[CH:16][C:15]([C:8]2([C:5]3[CH:4]=[CH:3][C:2]([F:1])=[CH:7][CH:6]=3)[CH2:13][CH2:12][CH2:11][N:10]([CH2:29][C:30]([O:32][CH2:33][CH3:34])=[O:31])[C:9]2=[O:14])=[CH:20][CH:19]=1. (4) Given the reactants [OH:1][C:2]1[CH:7]=[C:6]([O:8][C:9]2[CH:14]=[CH:13][C:12]([S:15]([CH3:18])(=[O:17])=[O:16])=[CH:11][CH:10]=2)[CH:5]=[CH:4][C:3]=1[NH:19][N:20]=[C:21]([CH3:27])[C:22]([O:24][CH2:25][CH3:26])=[O:23].[CH3:28][S:29](Cl)(=[O:31])=[O:30], predict the reaction product. The product is: [CH3:28][S:29]([O:1][C:2]1[CH:7]=[C:6]([O:8][C:9]2[CH:10]=[CH:11][C:12]([S:15]([CH3:18])(=[O:17])=[O:16])=[CH:13][CH:14]=2)[CH:5]=[CH:4][C:3]=1[NH:19][N:20]=[C:21]([CH3:27])[C:22]([O:24][CH2:25][CH3:26])=[O:23])(=[O:31])=[O:30]. (5) Given the reactants Cl[CH2:2][C:3]([N:5]1[C@@H:9]([C:10]#[CH:11])[CH2:8][CH2:7][C@H:6]1[C:12]#[N:13])=[O:4].[C:14]12([NH2:24])[CH2:23][CH:18]3[CH2:19][CH:20]([CH2:22][CH:16]([CH2:17]3)[CH2:15]1)[CH2:21]2, predict the reaction product. The product is: [C:14]12([NH:24][CH2:2][C:3]([N:5]3[C@@H:9]([C:10]#[CH:11])[CH2:8][CH2:7][C@H:6]3[C:12]#[N:13])=[O:4])[CH2:21][CH:20]3[CH2:19][CH:18]([CH2:17][CH:16]([CH2:22]3)[CH2:15]1)[CH2:23]2.